This data is from Forward reaction prediction with 1.9M reactions from USPTO patents (1976-2016). The task is: Predict the product of the given reaction. (1) Given the reactants Cl[C:2]1[C:3]([N+:22]([O-:24])=[O:23])=[CH:4][C:5]2[O:10][C:9]([CH3:12])([CH3:11])[C:8](=[O:13])[N:7]([C:14]3[CH:19]=[CH:18][C:17]([F:20])=[CH:16][CH:15]=3)[C:6]=2[CH:21]=1.[C:25](=O)([O-])[O-:26].[Cs+].[Cs+].CO.C1(C)C=CC=CC=1, predict the reaction product. The product is: [F:20][C:17]1[CH:18]=[CH:19][C:14]([N:7]2[C:6]3[CH:21]=[C:2]([O:26][CH3:25])[C:3]([N+:22]([O-:24])=[O:23])=[CH:4][C:5]=3[O:10][C:9]([CH3:12])([CH3:11])[C:8]2=[O:13])=[CH:15][CH:16]=1. (2) Given the reactants Br[C:2]1[C:7](=[O:8])[N:6]([CH2:9][C:10]2[CH:15]=[CH:14][C:13]([C:16]3[C:17]([C:22]#[N:23])=[CH:18][CH:19]=[CH:20][CH:21]=3)=[C:12]([F:24])[CH:11]=2)[C:5]([CH2:25][CH2:26][CH3:27])=[N:4][C:3]=1[CH3:28].[CH:29]([O:32][C:33]1[CH:38]=[CH:37][C:36](B(O)O)=[CH:35][CH:34]=1)([CH3:31])[CH3:30].C(=O)([O-])[O-].[Cs+].[Cs+].O1CCOCC1, predict the reaction product. The product is: [F:24][C:12]1[CH:11]=[C:10]([CH2:9][N:6]2[C:7](=[O:8])[C:2]([C:36]3[CH:37]=[CH:38][C:33]([O:32][CH:29]([CH3:31])[CH3:30])=[CH:34][CH:35]=3)=[C:3]([CH3:28])[N:4]=[C:5]2[CH2:25][CH2:26][CH3:27])[CH:15]=[CH:14][C:13]=1[C:16]1[C:17]([C:22]#[N:23])=[CH:18][CH:19]=[CH:20][CH:21]=1.